From a dataset of Reaction yield outcomes from USPTO patents with 853,638 reactions. Predict the reaction yield, written as a fraction of the theoretical maximum amount of product (1.0 means a 100% yield; for example, 0.34 means a 34% yield). (1) The reactants are [CH3:1][C:2]1[CH:7]=[C:6]([CH3:8])[NH:5][C:4](=[O:9])[C:3]=1[CH2:10][NH:11][C:12]([C:14]1[C:15]2[CH:29]=[N:28][N:27]([CH:30]([CH3:32])[CH3:31])[C:16]=2[N:17]=[C:18]([N:20]2[CH2:25][CH2:24][C:23](=[O:26])[CH2:22][CH2:21]2)[CH:19]=1)=[O:13].[BH4-].[Na+]. The catalyst is CO. The product is [CH3:1][C:2]1[CH:7]=[C:6]([CH3:8])[NH:5][C:4](=[O:9])[C:3]=1[CH2:10][NH:11][C:12]([C:14]1[C:15]2[CH:29]=[N:28][N:27]([CH:30]([CH3:32])[CH3:31])[C:16]=2[N:17]=[C:18]([N:20]2[CH2:25][CH2:24][CH:23]([OH:26])[CH2:22][CH2:21]2)[CH:19]=1)=[O:13]. The yield is 0.340. (2) The reactants are Br[C:2]1[CH:3]=[C:4]([O:10][C:11]2[C:12]([CH3:18])=[N:13][N:14]([CH3:17])[C:15]=2[CH3:16])[C:5]([C:8]#[N:9])=[N:6][CH:7]=1.[N:19]1[CH:24]=[CH:23][CH:22]=[CH:21][C:20]=1[SH:25].CN(C=O)C.[H-].[Na+]. The catalyst is O. The product is [N:19]1[CH:24]=[CH:23][CH:22]=[CH:21][C:20]=1[S:25][C:2]1[CH:3]=[C:4]([O:10][C:11]2[C:12]([CH3:18])=[N:13][N:14]([CH3:17])[C:15]=2[CH3:16])[C:5]([C:8]#[N:9])=[N:6][CH:7]=1. The yield is 0.967. (3) The reactants are C([O:8][C:9](=[O:29])[C@@H:10]([NH:15][C:16](=[O:28])[C@@H:17]([NH:19][C:20]([C:22]1[N:23]([CH3:27])[N:24]=[CH:25][CH:26]=1)=[O:21])[CH3:18])[CH2:11][CH:12]([CH3:14])[CH3:13])C1C=CC=CC=1. The catalyst is CO.[OH-].[OH-].[Pd+2]. The product is [CH3:13][CH:12]([CH3:14])[CH2:11][C@H:10]([NH:15][C:16](=[O:28])[C@@H:17]([NH:19][C:20]([C:22]1[N:23]([CH3:27])[N:24]=[CH:25][CH:26]=1)=[O:21])[CH3:18])[C:9]([OH:29])=[O:8]. The yield is 0.940. (4) The reactants are [C:1]([C:3]1[N:4]=[N:5][C:6]2[C:11]([C:12]=1[NH:13][C:14]1[CH:19]=[CH:18][C:17]([CH3:20])=[CH:16][C:15]=1[F:21])=[CH:10][C:9]([C:22]1[CH2:27][CH2:26][N:25](C(OC(C)(C)C)=O)[CH2:24][CH:23]=1)=[C:8]([O:35][CH3:36])[CH:7]=2)#[N:2].FC(F)(F)C(O)=O. The catalyst is C(Cl)Cl. The product is [F:21][C:15]1[CH:16]=[C:17]([CH3:20])[CH:18]=[CH:19][C:14]=1[NH:13][C:12]1[C:11]2[C:6](=[CH:7][C:8]([O:35][CH3:36])=[C:9]([C:22]3[CH2:27][CH2:26][NH:25][CH2:24][CH:23]=3)[CH:10]=2)[N:5]=[N:4][C:3]=1[C:1]#[N:2]. The yield is 0.630. (5) The reactants are [Cl:1][C:2]1[CH:3]=[C:4]2[C:8](=[CH:9][CH:10]=1)[NH:7][C:6]([CH3:11])=[C:5]2[CH2:12][C:13]([C:15]1[CH:23]=[CH:22][CH:21]=[CH:20][C:16]=1[C:17](O)=[O:18])=O.[NH2:24][NH2:25]. The catalyst is C(O)(C)C. The product is [Cl:1][C:2]1[CH:3]=[C:4]2[C:8](=[CH:9][CH:10]=1)[NH:7][C:6]([CH3:11])=[C:5]2[CH2:12][C:13]1[C:15]2[C:16](=[CH:20][CH:21]=[CH:22][CH:23]=2)[C:17](=[O:18])[NH:25][N:24]=1. The yield is 0.190.